From a dataset of Catalyst prediction with 721,799 reactions and 888 catalyst types from USPTO. Predict which catalyst facilitates the given reaction. (1) Reactant: [OH:1][C:2]1[CH:28]=[CH:27][C:5]2[N:6]=[C:7]([C:9]3[N:14]=[CH:13][C:12]([O:15][CH2:16][C@@H:17]([NH:19][C:20](=[O:26])[O:21][C:22]([CH3:25])([CH3:24])[CH3:23])[CH3:18])=[CH:11][CH:10]=3)[O:8][C:4]=2[CH:3]=1.I[CH2:30][CH3:31].C(=O)([O-])[O-].[K+].[K+].CN(C=O)C. Product: [CH2:30]([O:1][C:2]1[CH:28]=[CH:27][C:5]2[N:6]=[C:7]([C:9]3[N:14]=[CH:13][C:12]([O:15][CH2:16][C@@H:17]([NH:19][C:20](=[O:26])[O:21][C:22]([CH3:23])([CH3:24])[CH3:25])[CH3:18])=[CH:11][CH:10]=3)[O:8][C:4]=2[CH:3]=1)[CH3:31]. The catalyst class is: 6. (2) Reactant: [F:1][C:2]1[CH:8]=[CH:7][C:5]([NH2:6])=[C:4]([N+:9]([O-:11])=[O:10])[CH:3]=1.Cl.[N+:13]([O-])([O-])=O.[Na+].[CH3:18][CH:19](C(C)=O)[C:20]([O:22][CH2:23][CH3:24])=[O:21].[OH-].[Na+]. Product: [CH2:23]([O:22][C:20](=[O:21])[C:19](=[N:13][NH:6][C:5]1[CH:7]=[CH:8][C:2]([F:1])=[CH:3][C:4]=1[N+:9]([O-:11])=[O:10])[CH3:18])[CH3:24]. The catalyst class is: 97.